This data is from Catalyst prediction with 721,799 reactions and 888 catalyst types from USPTO. The task is: Predict which catalyst facilitates the given reaction. (1) Reactant: [Br:1][C:2]1[CH:7]=[CH:6][C:5]([C:8]2[N:9]([CH:20]3[CH2:22][CH2:21]3)[C:10](=[O:19])[N:11]([CH2:13][C:14]([O:16]CC)=[O:15])[CH:12]=2)=[CH:4][CH:3]=1.[OH-].[K+].Cl. Product: [Br:1][C:2]1[CH:7]=[CH:6][C:5]([C:8]2[N:9]([CH:20]3[CH2:22][CH2:21]3)[C:10](=[O:19])[N:11]([CH2:13][C:14]([OH:16])=[O:15])[CH:12]=2)=[CH:4][CH:3]=1. The catalyst class is: 5. (2) Reactant: N(C(OC(C)C)=O)=NC(OC(C)C)=O.[CH3:15][C:16]1([CH3:23])[O:20][CH:19]([CH2:21][OH:22])[CH2:18][O:17]1.C1(P(C2C=CC=CC=2)C2C=CC=CC=2)C=CC=CC=1.[I:43][C:44]1[CH:49]=[C:48]([C:50]([F:53])([F:52])[F:51])[CH:47]=[CH:46][C:45]=1O. Product: [I:43][C:44]1[CH:49]=[C:48]([C:50]([F:51])([F:52])[F:53])[CH:47]=[CH:46][C:45]=1[O:22][CH2:21][CH:19]1[CH2:18][O:17][C:16]([CH3:23])([CH3:15])[O:20]1. The catalyst class is: 7. (3) Reactant: [C:1]1([CH2:11][C:12]([OH:14])=O)[C:10]2[C:5](=[CH:6][CH:7]=[CH:8][CH:9]=2)[CH:4]=[CH:3][CH:2]=1.C(Cl)(=O)C([Cl:18])=O.N#N. Product: [C:1]1([CH2:11][C:12]([Cl:18])=[O:14])[C:10]2[C:5](=[CH:6][CH:7]=[CH:8][CH:9]=2)[CH:4]=[CH:3][CH:2]=1. The catalyst class is: 59. (4) Reactant: [CH3:1][O:2][C:3](=[O:21])[C:4]1[CH:9]=[C:8]([CH3:10])[C:7]([Cl:11])=[N:6][C:5]=1[NH:12][C:13]1[CH:18]=[CH:17][C:16]([I:19])=[CH:15][C:14]=1[F:20].[F:22][C:23]([F:30])([F:29])[S:24]([O:27]C)(=[O:26])=[O:25]. Product: [F:22][C:23]([F:30])([F:29])[S:24]([O-:27])(=[O:26])=[O:25].[Cl:11][C:7]1[C:8]([CH3:10])=[CH:9][C:4]([C:3]([O:2][CH3:1])=[O:21])=[C:5]([NH:12][C:13]2[CH:18]=[CH:17][C:16]([I:19])=[CH:15][C:14]=2[F:20])[N+:6]=1[CH3:23]. The catalyst class is: 11. (5) Reactant: [NH:1]1[C:9]2[C:4](=[C:5]([C:10]3[CH:11]=[C:12]([NH2:20])[C:13]4[CH:14]=[N:15][N:16]([CH3:19])[C:17]=4[CH:18]=3)[CH:6]=[CH:7][CH:8]=2)[CH:3]=[CH:2]1.CCN(C(C)C)C(C)C.Cl.[N:31]1[CH:36]=[CH:35][CH:34]=[CH:33][C:32]=1[C:37](Cl)=[O:38].CO. Product: [NH:1]1[C:9]2[C:4](=[C:5]([C:10]3[CH:18]=[C:17]4[C:13]([CH:14]=[N:15][N:16]4[CH3:19])=[C:12]([NH:20][C:37]([C:32]4[CH:33]=[CH:34][CH:35]=[CH:36][N:31]=4)=[O:38])[CH:11]=3)[CH:6]=[CH:7][CH:8]=2)[CH:3]=[CH:2]1. The catalyst class is: 2. (6) Reactant: [C:1]([O:5][C:6](=[O:28])[CH:7]([C:15]1[CH:20]=[C:19]([C:21]([O:23][CH3:24])=[O:22])[CH:18]=[CH:17][C:16]=1[N+:25]([O-])=O)[C:8]([O:10][C:11]([CH3:14])([CH3:13])[CH3:12])=[O:9])([CH3:4])([CH3:3])[CH3:2]. Product: [C:11]([O:10][C:8](=[O:9])[CH:7]([C:15]1[CH:20]=[C:19]([C:21]([O:23][CH3:24])=[O:22])[CH:18]=[CH:17][C:16]=1[NH2:25])[C:6]([O:5][C:1]([CH3:4])([CH3:3])[CH3:2])=[O:28])([CH3:12])([CH3:13])[CH3:14]. The catalyst class is: 94. (7) Reactant: [CH:1]1[C:10]2[C:5](=[CH:6][CH:7]=[CH:8][CH:9]=2)[CH:4]=[CH:3][C:2]=1[CH:11]=O.[N+:13]([CH3:16])([O-:15])=[O:14].[OH-].[Na+]. Product: [N+:13]([CH:16]=[CH:11][C:2]1[CH:3]=[CH:4][C:5]2[C:10](=[CH:9][CH:8]=[CH:7][CH:6]=2)[CH:1]=1)([O-:15])=[O:14]. The catalyst class is: 8.